The task is: Regression. Given two drug SMILES strings and cell line genomic features, predict the synergy score measuring deviation from expected non-interaction effect.. This data is from NCI-60 drug combinations with 297,098 pairs across 59 cell lines. (1) Drug 1: CC1=C(N=C(N=C1N)C(CC(=O)N)NCC(C(=O)N)N)C(=O)NC(C(C2=CN=CN2)OC3C(C(C(C(O3)CO)O)O)OC4C(C(C(C(O4)CO)O)OC(=O)N)O)C(=O)NC(C)C(C(C)C(=O)NC(C(C)O)C(=O)NCCC5=NC(=CS5)C6=NC(=CS6)C(=O)NCCC[S+](C)C)O. Drug 2: CN(CCCl)CCCl.Cl. Cell line: NCI-H460. Synergy scores: CSS=70.7, Synergy_ZIP=-0.820, Synergy_Bliss=-1.90, Synergy_Loewe=0.727, Synergy_HSA=3.30. (2) Drug 1: CCC1(CC2CC(C3=C(CCN(C2)C1)C4=CC=CC=C4N3)(C5=C(C=C6C(=C5)C78CCN9C7C(C=CC9)(C(C(C8N6C)(C(=O)OC)O)OC(=O)C)CC)OC)C(=O)OC)O.OS(=O)(=O)O. Drug 2: C(CC(=O)O)C(=O)CN.Cl. Cell line: HT29. Synergy scores: CSS=17.8, Synergy_ZIP=6.08, Synergy_Bliss=6.11, Synergy_Loewe=2.39, Synergy_HSA=5.69. (3) Drug 1: CC12CCC(CC1=CCC3C2CCC4(C3CC=C4C5=CN=CC=C5)C)O. Drug 2: C1C(C(OC1N2C=NC(=NC2=O)N)CO)O. Cell line: DU-145. Synergy scores: CSS=2.41, Synergy_ZIP=-1.67, Synergy_Bliss=-0.213, Synergy_Loewe=-3.09, Synergy_HSA=-1.55. (4) Drug 1: CC(C)(C#N)C1=CC(=CC(=C1)CN2C=NC=N2)C(C)(C)C#N. Drug 2: CC(C)CN1C=NC2=C1C3=CC=CC=C3N=C2N. Cell line: HS 578T. Synergy scores: CSS=2.59, Synergy_ZIP=-4.15, Synergy_Bliss=-7.60, Synergy_Loewe=-4.43, Synergy_HSA=-4.28. (5) Drug 1: C1=C(C(=O)NC(=O)N1)N(CCCl)CCCl. Drug 2: C1=CC(=CC=C1C#N)C(C2=CC=C(C=C2)C#N)N3C=NC=N3. Cell line: A498. Synergy scores: CSS=15.4, Synergy_ZIP=-6.54, Synergy_Bliss=-3.09, Synergy_Loewe=-5.72, Synergy_HSA=-3.65. (6) Drug 1: C1C(C(OC1N2C=NC3=C(N=C(N=C32)Cl)N)CO)O. Drug 2: COC1=C2C(=CC3=C1OC=C3)C=CC(=O)O2. Cell line: M14. Synergy scores: CSS=54.8, Synergy_ZIP=-2.37, Synergy_Bliss=-6.72, Synergy_Loewe=-41.0, Synergy_HSA=-8.66. (7) Drug 1: CC1C(C(CC(O1)OC2CC(CC3=C2C(=C4C(=C3O)C(=O)C5=C(C4=O)C(=CC=C5)OC)O)(C(=O)C)O)N)O.Cl. Drug 2: B(C(CC(C)C)NC(=O)C(CC1=CC=CC=C1)NC(=O)C2=NC=CN=C2)(O)O. Cell line: RXF 393. Synergy scores: CSS=1.86, Synergy_ZIP=-5.39, Synergy_Bliss=-3.24, Synergy_Loewe=-2.49, Synergy_HSA=-2.41. (8) Drug 1: COC1=CC(=CC(=C1O)OC)C2C3C(COC3=O)C(C4=CC5=C(C=C24)OCO5)OC6C(C(C7C(O6)COC(O7)C8=CC=CS8)O)O. Drug 2: CC(C1=C(C=CC(=C1Cl)F)Cl)OC2=C(N=CC(=C2)C3=CN(N=C3)C4CCNCC4)N. Cell line: MOLT-4. Synergy scores: CSS=85.7, Synergy_ZIP=1.67, Synergy_Bliss=2.01, Synergy_Loewe=-1.25, Synergy_HSA=2.75.